Predict the reactants needed to synthesize the given product. From a dataset of Full USPTO retrosynthesis dataset with 1.9M reactions from patents (1976-2016). (1) Given the product [CH:18]([NH:21][C:22]([C:24]1[CH:33]=[CH:32][C:27]([C:28]([OH:30])=[O:29])=[CH:26][N:25]=1)=[O:23])([CH3:20])[CH3:19], predict the reactants needed to synthesize it. The reactants are: COC(C1C=CC(C(O)=O)=NC=1)=O.C(N)(C)C.[CH:18]([NH:21][C:22]([C:24]1[CH:33]=[CH:32][C:27]([C:28]([O:30]C)=[O:29])=[CH:26][N:25]=1)=[O:23])([CH3:20])[CH3:19]. (2) Given the product [CH3:1][N:2]1[C:6]([NH:7][C:8]([C:15]2[CH:20]=[CH:19][CH:18]=[CH:17][CH:16]=2)([C:21]2[CH:22]=[CH:23][CH:24]=[CH:25][CH:26]=2)[C:9]2[CH:10]=[CH:11][CH:12]=[CH:13][CH:14]=2)=[C:5]([N:27]([CH2:33][CH2:34][NH:35][C:36]([C:43]2[CH:48]=[CH:47][CH:46]=[CH:45][CH:44]=2)([C:37]2[CH:38]=[CH:39][CH:40]=[CH:41][CH:42]=2)[C:49]2[CH:54]=[CH:53][CH:52]=[CH:51][CH:50]=2)[CH:28]=[O:29])[CH:4]=[N:3]1, predict the reactants needed to synthesize it. The reactants are: [CH3:1][N:2]1[C:6]([NH:7][C:8]([C:21]2[CH:26]=[CH:25][CH:24]=[CH:23][CH:22]=2)([C:15]2[CH:20]=[CH:19][CH:18]=[CH:17][CH:16]=2)[C:9]2[CH:14]=[CH:13][CH:12]=[CH:11][CH:10]=2)=[C:5]([NH:27][CH:28]=[O:29])[CH:4]=[N:3]1.[H-].[Na+].Br[CH2:33][CH2:34][NH:35][C:36]([C:49]1[CH:54]=[CH:53][CH:52]=[CH:51][CH:50]=1)([C:43]1[CH:48]=[CH:47][CH:46]=[CH:45][CH:44]=1)[C:37]1[CH:42]=[CH:41][CH:40]=[CH:39][CH:38]=1.[Na+].[I-].OS([O-])(=O)=O.[K+]. (3) Given the product [C:1]([Si:5]([CH3:18])([CH3:17])[N:6]1[C:10]2=[N:11][CH:12]=[C:13]([CH2:15][OH:16])[CH:14]=[C:9]2[CH2:8][CH2:7]1)([CH3:4])([CH3:3])[CH3:2], predict the reactants needed to synthesize it. The reactants are: [C:1]([Si:5]([CH3:18])([CH3:17])[N:6]1[C:10]2=[N:11][CH:12]=[C:13]([CH:15]=[O:16])[CH:14]=[C:9]2[CH2:8][CH2:7]1)([CH3:4])([CH3:3])[CH3:2].[BH4-].[Na+]. (4) Given the product [C:20]([C:23]1[CH:27]=[C:26]([C:28]([NH:1][CH2:2][CH2:3][N:4]2[CH:8]=[CH:7][C:6]([C:9]3[CH:16]=[CH:15][C:12]([C:13]#[N:14])=[C:11]([N+:17]([O-:19])=[O:18])[CH:10]=3)=[N:5]2)=[O:29])[NH:25][N:24]=1)(=[O:22])[CH3:21], predict the reactants needed to synthesize it. The reactants are: [NH2:1][CH2:2][CH2:3][N:4]1[CH:8]=[CH:7][C:6]([C:9]2[CH:16]=[CH:15][C:12]([C:13]#[N:14])=[C:11]([N+:17]([O-:19])=[O:18])[CH:10]=2)=[N:5]1.[C:20]([C:23]1[CH:27]=[C:26]([C:28](O)=[O:29])[NH:25][N:24]=1)(=[O:22])[CH3:21]. (5) Given the product [Cl:1][C:2]1[CH:3]=[CH:4][C:5]([C:8]2([CH3:33])[C:12]([C:14]3[CH:15]=[CH:16][C:17]([Cl:20])=[CH:18][CH:19]=3)([CH3:13])[N:11]([C:34]([Cl:36])=[O:35])[C:10]([C:21]3[CH:26]=[CH:25][C:24]([O:27][CH3:28])=[CH:23][C:22]=3[O:29][CH:30]([CH3:31])[CH3:32])=[N:9]2)=[CH:6][CH:7]=1, predict the reactants needed to synthesize it. The reactants are: [Cl:1][C:2]1[CH:7]=[CH:6][C:5]([C:8]2([CH3:33])[C:12]([C:14]3[CH:19]=[CH:18][C:17]([Cl:20])=[CH:16][CH:15]=3)([CH3:13])[NH:11][C:10]([C:21]3[CH:26]=[CH:25][C:24]([O:27][CH3:28])=[CH:23][C:22]=3[O:29][CH:30]([CH3:32])[CH3:31])=[N:9]2)=[CH:4][CH:3]=1.[C:34](Cl)([Cl:36])=[O:35]. (6) The reactants are: [CH3:1][O:2][C:3]1[CH:8]=[CH:7][C:6]([C:9]2[O:10][C:11]3[C:17]([C:18]([OH:20])=O)=[CH:16][CH:15]=[CH:14][C:12]=3[N:13]=2)=[CH:5][CH:4]=1.Cl.Cl.[NH2:23][CH:24]1[CH2:31][CH:30]2[N:32]([CH3:33])[CH:26]([CH2:27][CH2:28][CH2:29]2)[CH2:25]1. Given the product [CH3:33][N:32]1[CH:26]2[CH2:27][CH2:28][CH2:29][CH:30]1[CH2:31][CH:24]([NH:23][C:18]([C:17]1[C:11]3[O:10][C:9]([C:6]4[CH:5]=[CH:4][C:3]([O:2][CH3:1])=[CH:8][CH:7]=4)=[N:13][C:12]=3[CH:14]=[CH:15][CH:16]=1)=[O:20])[CH2:25]2, predict the reactants needed to synthesize it. (7) Given the product [Cl:12][C:11]1[CH:10]=[CH:9][C:4]([C:5]([O:7][CH3:8])=[O:6])=[CH:3][C:2]=1[C:14]#[C:13][C:15]1[CH:20]=[CH:19][CH:18]=[CH:17][N:16]=1, predict the reactants needed to synthesize it. The reactants are: Br[C:2]1[CH:3]=[C:4]([CH:9]=[CH:10][C:11]=1[Cl:12])[C:5]([O:7][CH3:8])=[O:6].[C:13]([C:15]1[CH:20]=[CH:19][CH:18]=[CH:17][N:16]=1)#[CH:14].C(N(CC)CC)C. (8) Given the product [C:18]([O:17][C:15](=[O:16])[N:8]([CH2:6][CH3:7])[CH2:2][CH2:3][CH2:4][OH:5])([CH3:21])([CH3:20])[CH3:19], predict the reactants needed to synthesize it. The reactants are: Cl[CH2:2][CH2:3][CH2:4][OH:5].[CH2:6]([NH2:8])[CH3:7].C([O-])([O-])=O.[K+].[K+].[C:15](O[C:15]([O:17][C:18]([CH3:21])([CH3:20])[CH3:19])=[O:16])([O:17][C:18]([CH3:21])([CH3:20])[CH3:19])=[O:16].C(N(CC)CC)C.